This data is from Reaction yield outcomes from USPTO patents with 853,638 reactions. The task is: Predict the reaction yield, written as a fraction of the theoretical maximum amount of product (1.0 means a 100% yield; for example, 0.34 means a 34% yield). The reactants are Br[C:2]1[CH:3]=[CH:4][C:5]2=[C:6]([CH:19]=1)[NH:7][C:8](=[O:18])[CH2:9][N:10]=[C:11]2[C:12]1[CH:17]=[CH:16][CH:15]=[CH:14][CH:13]=1.[C:20]([O:24][CH3:25])(=[O:23])[CH:21]=[CH2:22].C(N(CC)CC)C. The catalyst is CN(C=O)C.C1C=CC(/C=C/C(/C=C/C2C=CC=CC=2)=O)=CC=1.C1C=CC(/C=C/C(/C=C/C2C=CC=CC=2)=O)=CC=1.C1C=CC(/C=C/C(/C=C/C2C=CC=CC=2)=O)=CC=1.[Pd].[Pd]. The product is [O:18]=[C:8]1[NH:7][C:6]2[CH:19]=[C:2](/[CH:22]=[CH:21]/[C:20]([O:24][CH3:25])=[O:23])[CH:3]=[CH:4][C:5]=2[C:11]([C:12]2[CH:17]=[CH:16][CH:15]=[CH:14][CH:13]=2)=[N:10][CH2:9]1. The yield is 0.330.